This data is from Forward reaction prediction with 1.9M reactions from USPTO patents (1976-2016). The task is: Predict the product of the given reaction. Given the reactants [F:1][C:2]1[CH:3]=[CH:4][C:5]([O:10][C:11]2[CH:16]=[CH:15][C:14]([N+:17]([O-])=O)=[C:13]([CH3:20])[CH:12]=2)=[C:6]([CH:9]=1)[C:7]#[N:8].[NH4+].[Cl-], predict the reaction product. The product is: [NH2:17][C:14]1[CH:15]=[CH:16][C:11]([O:10][C:5]2[CH:4]=[CH:3][C:2]([F:1])=[CH:9][C:6]=2[C:7]#[N:8])=[CH:12][C:13]=1[CH3:20].